Task: Predict which catalyst facilitates the given reaction.. Dataset: Catalyst prediction with 721,799 reactions and 888 catalyst types from USPTO (1) Reactant: [Br:1][C:2]1[CH:3]=[C:4]([OH:9])[CH:5]=[C:6]([CH3:8])[CH:7]=1.C([O-])([O-])=O.[K+].[K+].Cl[C:17]1[CH:22]=[CH:21][C:20]([C:23]([F:26])([F:25])[F:24])=[CH:19][N:18]=1. Product: [Br:1][C:2]1[CH:3]=[C:4]([CH:5]=[C:6]([CH3:8])[CH:7]=1)[O:9][C:17]1[CH:22]=[CH:21][C:20]([C:23]([F:26])([F:25])[F:24])=[CH:19][N:18]=1. The catalyst class is: 3. (2) Reactant: [Cl:1][C:2]1[CH:3]=[C:4]([CH2:9][C:10](=[O:14])[C:11]([OH:13])=[O:12])[CH:5]=[CH:6][C:7]=1[CH3:8].C(N(CC)CC)C. Product: [Cl:1][C:2]1[CH:3]=[C:4]([CH2:9][C@@H:10]([OH:14])[C:11]([OH:13])=[O:12])[CH:5]=[CH:6][C:7]=1[CH3:8]. The catalyst class is: 1. (3) Reactant: [NH:1]1[CH2:6][CH2:5][O:4][C:3]2[N:7]=[CH:8][C:9]([C:11]3[CH:12]=[C:13]([N:17]([CH3:19])[CH3:18])[CH:14]=[CH:15][CH:16]=3)=[CH:10][C:2]1=2.[Br:20][C:21]1[CH:22]=[C:23]([CH:27]=[C:28]([Br:32])[C:29]=1[O:30][CH3:31])[C:24](Cl)=[O:25].C(N(CC)CC)C. Product: [Br:20][C:21]1[CH:22]=[C:23]([C:24]([N:1]2[CH2:6][CH2:5][O:4][C:3]3[N:7]=[CH:8][C:9]([C:11]4[CH:16]=[CH:15][CH:14]=[C:13]([N:17]([CH3:19])[CH3:18])[CH:12]=4)=[CH:10][C:2]2=3)=[O:25])[CH:27]=[C:28]([Br:32])[C:29]=1[O:30][CH3:31]. The catalyst class is: 4. (4) Reactant: [C:1]([O:5][C:6]([N:8]([C:25]1[CH:30]=[C:29]([N:31]2[CH2:36][CH2:35][N:34]([C:37]([O:39][C:40]([CH3:43])([CH3:42])[CH3:41])=[O:38])[CH2:33][CH2:32]2)[N:28]=[C:27](Cl)[N:26]=1)[C:9]1[CH:10]=[C:11]2[C:15](=[CH:16][CH:17]=1)[N:14]([C:18]([O:20][C:21]([CH3:24])([CH3:23])[CH3:22])=[O:19])[N:13]=[CH:12]2)=[O:7])([CH3:4])([CH3:3])[CH3:2].[CH3:45][O:46][C:47]1[CH:48]=[C:49](B(O)O)[CH:50]=[CH:51][CH:52]=1.C([O-])([O-])=O.[Na+].[Na+].O. Product: [C:1]([O:5][C:6]([N:8]([C:25]1[CH:30]=[C:29]([N:31]2[CH2:36][CH2:35][N:34]([C:37]([O:39][C:40]([CH3:43])([CH3:42])[CH3:41])=[O:38])[CH2:33][CH2:32]2)[N:28]=[C:27]([C:51]2[CH:50]=[CH:49][CH:48]=[C:47]([O:46][CH3:45])[CH:52]=2)[N:26]=1)[C:9]1[CH:10]=[C:11]2[C:15](=[CH:16][CH:17]=1)[N:14]([C:18]([O:20][C:21]([CH3:24])([CH3:23])[CH3:22])=[O:19])[N:13]=[CH:12]2)=[O:7])([CH3:4])([CH3:3])[CH3:2]. The catalyst class is: 75. (5) Reactant: [CH2:1]([OH:5])[CH:2]([OH:4])[CH3:3].[C:6]1([CH3:16])[CH:11]=[CH:10][C:9]([S:12](Cl)(=[O:14])=[O:13])=[CH:8][CH:7]=1.C(N(CC)CC)C. Product: [C:6]1([CH3:16])[CH:11]=[CH:10][C:9]([S:12]([O:5][CH2:1][CH:2]([OH:4])[CH3:3])(=[O:14])=[O:13])=[CH:8][CH:7]=1. The catalyst class is: 112. (6) Reactant: [F:1][C:2]([F:30])([F:29])[C:3]1[CH:4]=[C:5]([C@@H:9]([NH:13][C:14]([C:16]2[CH:17]=[N:18][N:19]([C:22]3[CH:27]=[CH:26][C:25]([Cl:28])=[CH:24][CH:23]=3)[C:20]=2[CH3:21])=[O:15])[CH2:10][CH:11]=C)[CH:6]=[CH:7][CH:8]=1.[O:31]=[O+][O-]. Product: [O:31]=[CH:11][CH2:10][C@H:9]([NH:13][C:14]([C:16]1[CH:17]=[N:18][N:19]([C:22]2[CH:27]=[CH:26][C:25]([Cl:28])=[CH:24][CH:23]=2)[C:20]=1[CH3:21])=[O:15])[C:5]1[CH:6]=[CH:7][CH:8]=[C:3]([C:2]([F:30])([F:29])[F:1])[CH:4]=1. The catalyst class is: 2. (7) Reactant: [CH2:1]=O.[NH:3]=[S:4]1(=[O:18])[CH2:9][CH2:8][N:7]([C:10]2[N:15]=[CH:14][C:13]([C:16]#[N:17])=[CH:12][CH:11]=2)[CH2:6][CH2:5]1.O. Product: [CH3:1][N:3]=[S:4]1(=[O:18])[CH2:5][CH2:6][N:7]([C:10]2[N:15]=[CH:14][C:13]([C:16]#[N:17])=[CH:12][CH:11]=2)[CH2:8][CH2:9]1. The catalyst class is: 106. (8) Reactant: C(O[C:4](=[C:6]([C:9]#[N:10])[C:7]#[N:8])[CH3:5])C.[CH3:11][O:12][C:13]1[CH:18]=[CH:17][C:16]([NH:19][NH2:20])=[CH:15][CH:14]=1.NN.Cl. Product: [NH2:10][C:9]1[N:19]([C:16]2[CH:17]=[CH:18][C:13]([O:12][CH3:11])=[CH:14][CH:15]=2)[N:20]=[C:4]([CH3:5])[C:6]=1[C:7]#[N:8]. The catalyst class is: 14. (9) The catalyst class is: 447. Reactant: [Cl:1][C:2]1[C:10]2[C:9]([NH:11][C:12]3[CH:21]=[CH:20][CH:19]=[CH:18][C:13]=3[C:14]([NH:16][CH3:17])=[O:15])=[N:8][C:7]([NH:22][C:23]3[CH:28]=[C:27]([N+:29]([O-])=O)[CH:26]=[CH:25][C:24]=3[O:32][CH3:33])=[N:6][C:5]=2[N:4]([CH2:34][O:35][CH2:36][CH2:37][Si:38]([CH3:41])([CH3:40])[CH3:39])[CH:3]=1.O.[Cl-].[NH4+]. Product: [NH2:29][C:27]1[CH:26]=[CH:25][C:24]([O:32][CH3:33])=[C:23]([NH:22][C:7]2[N:8]=[C:9]([NH:11][C:12]3[CH:21]=[CH:20][CH:19]=[CH:18][C:13]=3[C:14]([NH:16][CH3:17])=[O:15])[C:10]3[C:2]([Cl:1])=[CH:3][N:4]([CH2:34][O:35][CH2:36][CH2:37][Si:38]([CH3:41])([CH3:39])[CH3:40])[C:5]=3[N:6]=2)[CH:28]=1. (10) Reactant: Br[C:2]1[N:7]=[C:6]2[N:8]([CH2:11][C:12]3[CH:17]=[CH:16][CH:15]=[C:14]([C:18]4[N:23]=[CH:22][C:21]([O:24][CH2:25][CH2:26][N:27]5[CH2:32][CH2:31][O:30][CH2:29][CH2:28]5)=[CH:20][N:19]=4)[CH:13]=3)[N:9]=[N:10][C:5]2=[N:4][CH:3]=1.O.O.O.P([O-])([O-])([O-])=O.[K+].[K+].[K+].[CH3:44][N:45]1[CH:49]=[C:48](B2OC(C)(C)C(C)(C)O2)[CH:47]=[N:46]1. Product: [CH3:44][N:45]1[CH:49]=[C:48]([C:2]2[N:7]=[C:6]3[N:8]([CH2:11][C:12]4[CH:17]=[CH:16][CH:15]=[C:14]([C:18]5[N:19]=[CH:20][C:21]([O:24][CH2:25][CH2:26][N:27]6[CH2:28][CH2:29][O:30][CH2:31][CH2:32]6)=[CH:22][N:23]=5)[CH:13]=4)[N:9]=[N:10][C:5]3=[N:4][CH:3]=2)[CH:47]=[N:46]1. The catalyst class is: 628.